This data is from Full USPTO retrosynthesis dataset with 1.9M reactions from patents (1976-2016). The task is: Predict the reactants needed to synthesize the given product. (1) Given the product [CH:51]([OH:52])=[O:84].[C:1]([C:5]1[CH:9]=[C:8]([NH:10][C:11]([NH:13][C@@H:14]2[C:23]3[C:18](=[CH:19][CH:20]=[CH:21][CH:22]=3)[C@H:17]([O:24][C:25]3[CH:26]=[CH:27][C:28]4[N:29]([C:31]([N:34]5[CH2:39][CH2:38][CH2:37][CH2:36][C@@H:35]5[CH3:40])=[N:32][N:33]=4)[CH:30]=3)[CH2:16][CH2:15]2)=[O:12])[N:7]([C:41]2[C:42]([CH2:51][OH:52])=[N:43][N:44]([CH2:46][CH2:47][N:48]([CH3:50])[CH3:49])[CH:45]=2)[N:6]=1)([CH3:2])([CH3:3])[CH3:4], predict the reactants needed to synthesize it. The reactants are: [C:1]([C:5]1[CH:9]=[C:8]([NH:10][C:11]([NH:13][C@@H:14]2[C:23]3[C:18](=[CH:19][CH:20]=[CH:21][CH:22]=3)[C@H:17]([O:24][C:25]3[CH:26]=[CH:27][C:28]4[N:29]([C:31]([N:34]5[CH2:39][CH2:38][CH2:37][CH2:36][C@@H:35]5[CH3:40])=[N:32][N:33]=4)[CH:30]=3)[CH2:16][CH2:15]2)=[O:12])[N:7]([C:41]2[C:42]([CH2:51][O:52][Si](C(C)C)(C(C)C)C(C)C)=[N:43][N:44]([CH2:46][CH2:47][N:48]([CH3:50])[CH3:49])[CH:45]=2)[N:6]=1)([CH3:4])([CH3:3])[CH3:2].[F-].C([N+](CCCC)(CCCC)CCCC)CCC.C1C[O:84]CC1. (2) Given the product [C:23]1([C:2]2[CH:22]=[CH:21][C:5]3[NH:6][C:7]([NH:9][C:10]4[CH:11]=[CH:12][CH:13]=[C:14]5[C:19]=4[CH:18]=[C:17]([OH:20])[CH:16]=[CH:15]5)=[N:8][C:4]=3[CH:3]=2)[CH:28]=[CH:27][CH:26]=[CH:25][CH:24]=1, predict the reactants needed to synthesize it. The reactants are: Br[C:2]1[CH:22]=[CH:21][C:5]2[NH:6][C:7]([NH:9][C:10]3[CH:11]=[CH:12][CH:13]=[C:14]4[C:19]=3[CH:18]=[C:17]([OH:20])[CH:16]=[CH:15]4)=[N:8][C:4]=2[CH:3]=1.[C:23]1(B(O)O)[CH:28]=[CH:27][CH:26]=[CH:25][CH:24]=1.C([O-])([O-])=O.[Na+].[Na+].O.C(COC)OC. (3) Given the product [C:15]([O:14][C:12]([N:5]1[CH2:6][CH2:7][CH2:8][CH:9]([OH:10])[CH:4]1[CH2:3][OH:2])=[O:11])([CH3:18])([CH3:17])[CH3:16], predict the reactants needed to synthesize it. The reactants are: Cl.[OH:2][CH2:3][C:4]1[C:9]([OH:10])=[CH:8][CH:7]=[CH:6][N:5]=1.[O:11](C(OC(C)(C)C)=O)[C:12]([O:14][C:15]([CH3:18])([CH3:17])[CH3:16])=O.CCN(C(C)C)C(C)C. (4) Given the product [C:1]([C:4]1[C:9]([C:10]2[CH:15]=[CH:14][CH:13]=[CH:12][CH:11]=2)=[N:8][N:7]([CH2:16][CH3:17])[C:6](=[O:18])[C:5]=1[NH:19][C:23]1[CH:28]=[CH:27][CH:26]=[C:25]([CH3:29])[CH:24]=1)(=[O:3])[CH3:2], predict the reactants needed to synthesize it. The reactants are: [C:1]([C:4]1[C:9]([C:10]2[CH:15]=[CH:14][CH:13]=[CH:12][CH:11]=2)=[N:8][N:7]([CH2:16][CH3:17])[C:6](=[O:18])[C:5]=1[N+:19]([O-])=O)(=[O:3])[CH3:2].N[C:23]1[CH:28]=[CH:27][CH:26]=[C:25]([CH3:29])[CH:24]=1. (5) Given the product [O:16]=[C:7]1[C:8]2[C:13](=[CH:12][CH:11]=[CH:10][CH:9]=2)[C:14](=[O:15])[N:6]1[C:3]1[CH:4]=[CH:5][N:1]([CH2:30][C:29]2[C:24]([F:23])=[C:25]([NH:33][C:34](=[O:36])[CH3:35])[CH:26]=[CH:27][C:28]=2[F:32])[N:2]=1, predict the reactants needed to synthesize it. The reactants are: [NH:1]1[CH:5]=[CH:4][C:3]([N:6]2[C:14](=[O:15])[C:13]3[C:8](=[CH:9][CH:10]=[CH:11][CH:12]=3)[C:7]2=[O:16])=[N:2]1.C(=O)([O-])[O-].[K+].[K+].[F:23][C:24]1[C:29]([CH2:30]O)=[C:28]([F:32])[CH:27]=[CH:26][C:25]=1[NH:33][C:34](=[O:36])[CH3:35].